From a dataset of Catalyst prediction with 721,799 reactions and 888 catalyst types from USPTO. Predict which catalyst facilitates the given reaction. (1) Reactant: ClC1C=CC(O)=C(C2C(C#CC3C=CC(NC([C@H]4CCCCN4)=O)=CC=3)=CN(CCO)N=2)C=1.C(OC([N:41]1[CH2:46][CH2:45][O:44][CH2:43][CH:42]1[C:47](=[O:71])[NH:48][C:49]1[CH:54]=[CH:53][C:52]([C:55]#[C:56][C:57]2[C:58]([C:63]3[CH:68]=[C:67]([Cl:69])[CH:66]=[CH:65][C:64]=3[OH:70])=[N:59][N:60]([CH3:62])[CH:61]=2)=[CH:51][CH:50]=1)=O)(C)(C)C.C(O)(C(F)(F)F)=O. Product: [Cl:69][C:67]1[CH:66]=[CH:65][C:64]([OH:70])=[C:63]([C:58]2[C:57]([C:56]#[C:55][C:52]3[CH:51]=[CH:50][C:49]([NH:48][C:47]([CH:42]4[CH2:43][O:44][CH2:45][CH2:46][NH:41]4)=[O:71])=[CH:54][CH:53]=3)=[CH:61][N:60]([CH3:62])[N:59]=2)[CH:68]=1. The catalyst class is: 2. (2) Reactant: [CH:1]([C:4]1[CH:12]=[C:11]2[C:7]([C:8]([CH3:14])=[CH:9][N:10]2[CH3:13])=[CH:6][C:5]=1[O:15][C:16](=[CH:19]COC)[C:17]#[N:18])([CH3:3])[CH3:2].C(=O)(O)O.[NH2:27][C:28]([NH2:30])=[NH:29].C[O-].[Na+].Cl. Product: [CH:1]([C:4]1[CH:12]=[C:11]2[C:7]([C:8]([CH3:14])=[CH:9][N:10]2[CH3:13])=[CH:6][C:5]=1[O:15][C:16]1[C:17]([NH2:18])=[N:29][C:28]([NH2:30])=[N:27][CH:19]=1)([CH3:2])[CH3:3]. The catalyst class is: 621. (3) Reactant: [CH2:1]([O:3][C:4](=[O:20])[C:5](=[CH:16]N(C)C)[C:6](=O)[CH2:7][CH2:8][CH2:9][C:10]([O:12][CH2:13][CH3:14])=[O:11])[CH3:2].[C:21]([CH2:23][C:24]([NH2:26])=[O:25])#[N:22].[O-]CC.[Na+]. Product: [C:21]([C:23]1[C:24]([OH:25])=[N:26][C:6]([CH2:7][CH2:8][CH2:9][C:10]([O:12][CH2:13][CH3:14])=[O:11])=[C:5]([CH:16]=1)[C:4]([O:3][CH2:1][CH3:2])=[O:20])#[N:22]. The catalyst class is: 14. (4) The catalyst class is: 12. Reactant: [CH2:1]([O:3][C:4](=[O:20])[CH:5]([N:9](C(OC(C)(C)C)=O)[CH:10]1[CH2:12][CH2:11]1)[C:6](=[O:8])[CH3:7])[CH3:2].[ClH:21].C(OCC)C. Product: [ClH:21].[CH2:1]([O:3][C:4](=[O:20])[CH:5]([NH:9][CH:10]1[CH2:11][CH2:12]1)[C:6](=[O:8])[CH3:7])[CH3:2]. (5) Reactant: [CH2:1]([O:3][C:4]([C:6]1[N:7]=[C:8]2[CH:13]=[C:12]([CH3:14])[CH:11]=[CH:10][N:9]2[C:15]=1Br)=[O:5])[CH3:2].[F:17][C:18]1[CH:23]=[CH:22][C:21](B(O)O)=[CH:20][CH:19]=1.C([O-])(O)=O.[Na+]. Product: [CH2:1]([O:3][C:4]([C:6]1[N:7]=[C:8]2[CH:13]=[C:12]([CH3:14])[CH:11]=[CH:10][N:9]2[C:15]=1[C:21]1[CH:22]=[CH:23][C:18]([F:17])=[CH:19][CH:20]=1)=[O:5])[CH3:2]. The catalyst class is: 600. (6) Reactant: [Br:1][C:2]1[CH:3]=[C:4]2[C:9](=[CH:10][C:11]=1[O:12][CH3:13])[C:8](=[O:14])[NH:7][C:6](=[O:15])/[C:5]/2=[CH:16]/OC.[CH3:19][N:20]1[CH2:25][CH2:24][N:23]([C:26]2[CH:31]=[CH:30][C:29]([NH2:32])=[CH:28][CH:27]=2)[CH2:22][CH2:21]1. Product: [Br:1][C:2]1[CH:3]=[C:4]2[C:9](=[CH:10][C:11]=1[O:12][CH3:13])[C:8](=[O:14])[NH:7][C:6](=[O:15])[C:5]2=[CH:16][NH:32][C:29]1[CH:28]=[CH:27][C:26]([N:23]2[CH2:22][CH2:21][N:20]([CH3:19])[CH2:25][CH2:24]2)=[CH:31][CH:30]=1. The catalyst class is: 9. (7) Reactant: [Cl:1]N1C(=O)CCC1=O.[F:9][C:10]1[CH:15]=[C:14]([N+:16]([O-:18])=[O:17])[CH:13]=[CH:12][C:11]=1[NH:19][C:20]1[C:21]2[CH:28]=[CH:27][NH:26][C:22]=2[N:23]=[CH:24][CH:25]=1.C(=O)(O)[O-].[Na+]. Product: [Cl:1][C:28]1[C:21]2[C:20]([NH:19][C:11]3[CH:12]=[CH:13][C:14]([N+:16]([O-:18])=[O:17])=[CH:15][C:10]=3[F:9])=[CH:25][CH:24]=[N:23][C:22]=2[NH:26][CH:27]=1. The catalyst class is: 1.